Dataset: Full USPTO retrosynthesis dataset with 1.9M reactions from patents (1976-2016). Task: Predict the reactants needed to synthesize the given product. (1) Given the product [C:1]([Si:5]([O:8][CH:9](/[CH:21]=[CH:22]/[I:23])[CH2:10][C:11]1[S:15][C:14]2[CH:16]=[CH:17][CH:18]=[CH:19][C:13]=2[C:12]=1[Cl:20])([CH3:6])[CH3:7])([CH3:4])([CH3:3])[CH3:2], predict the reactants needed to synthesize it. The reactants are: [C:1]([Si:5]([O:8][CH:9]([C:21]#[CH:22])[CH2:10][C:11]1[S:15][C:14]2[CH:16]=[CH:17][CH:18]=[CH:19][C:13]=2[C:12]=1[Cl:20])([CH3:7])[CH3:6])([CH3:4])([CH3:3])[CH3:2].[I:23]N1C(=O)CCC1=O.C([O-])(O)=O.[Na+]. (2) Given the product [CH3:26][C:2]1[N:3]=[C:4]([N:21]2[CH:25]=[CH:24][CH:23]=[N:22]2)[C:5](=[O:20])[N:6]([CH2:16][CH:17]([CH3:19])[CH3:18])[C:7]=1[C:8]1[C:13]([F:14])=[CH:12][CH:11]=[CH:10][C:9]=1[F:15], predict the reactants needed to synthesize it. The reactants are: Br[C:2]1[N:3]=[C:4]([N:21]2[CH:25]=[CH:24][CH:23]=[N:22]2)[C:5](=[O:20])[N:6]([CH2:16][CH:17]([CH3:19])[CH3:18])[C:7]=1[C:8]1[C:13]([F:14])=[CH:12][CH:11]=[CH:10][C:9]=1[F:15].[CH3:26][Al](C)C. (3) Given the product [CH3:27][N:28]1[CH:29]([C:32]2[CH:37]=[CH:36][CH:35]=[CH:34][CH:33]=2)[CH2:30][N:31]=[C:1]1[C:3]1[N:4]=[C:5]([CH:8]2[CH2:13][CH2:12][N:11]([C:14](=[O:26])[CH2:15][N:16]3[C:20]([CH3:21])=[CH:19][C:18]([C:22]([F:25])([F:24])[F:23])=[N:17]3)[CH2:10][CH2:9]2)[S:6][CH:7]=1, predict the reactants needed to synthesize it. The reactants are: [CH:1]([C:3]1[N:4]=[C:5]([CH:8]2[CH2:13][CH2:12][N:11]([C:14](=[O:26])[CH2:15][N:16]3[C:20]([CH3:21])=[CH:19][C:18]([C:22]([F:25])([F:24])[F:23])=[N:17]3)[CH2:10][CH2:9]2)[S:6][CH:7]=1)=O.[CH3:27][NH:28][CH:29]([C:32]1[CH:37]=[CH:36][CH:35]=[CH:34][CH:33]=1)[CH2:30][NH2:31].C(=O)([O-])[O-].[K+].[K+].II. (4) Given the product [NH:29]1[C:23]2=[N:24][CH:25]=[CH:26][CH:27]=[C:22]2[CH:21]=[CH:20]1, predict the reactants needed to synthesize it. The reactants are: C(OCCS(C1C=CC(C([C:20]2[NH:29][C:23]3=[N:24][CH:25]=[C:26](F)[CH:27]=[C:22]3[CH:21]=2)=CC(C)C)=CC=1)(=O)=O)C. (5) Given the product [CH3:11][C:9]1([CH3:12])[O:8][C@@H:7]2[C@@H:3]([CH2:2][NH:1][CH:24]([CH3:25])[CH3:23])[CH2:4][C@@H:5]([N:13]3[C:17]4[N:18]=[CH:19][N:20]=[C:21]([NH2:22])[C:16]=4[CH:15]=[CH:14]3)[C@@H:6]2[O:10]1, predict the reactants needed to synthesize it. The reactants are: [NH2:1][CH2:2][C@@H:3]1[C@H:7]2[O:8][C:9]([CH3:12])([CH3:11])[O:10][C@H:6]2[C@H:5]([N:13]2[C:17]3[N:18]=[CH:19][N:20]=[C:21]([NH2:22])[C:16]=3[CH:15]=[CH:14]2)[CH2:4]1.[CH3:23][C:24](=O)[CH3:25].C(O[BH-](OC(=O)C)OC(=O)C)(=O)C.[Na+]. (6) The reactants are: [Cl-].[NH4+].[N+:3]([C:6]1[CH:7]=[C:8]2[C:14]([O:15][CH2:16][CH2:17][OH:18])=[N:13][NH:12][C:9]2=[N:10][CH:11]=1)([O-])=O.O. Given the product [NH2:3][C:6]1[CH:7]=[C:8]2[C:14]([O:15][CH2:16][CH2:17][OH:18])=[N:13][NH:12][C:9]2=[N:10][CH:11]=1, predict the reactants needed to synthesize it. (7) Given the product [CH2:7]([O:6][C:4](=[O:5])[C:3]1[CH:9]=[C:10]([F:13])[CH:11]=[N:12][C:2]=1[O:22][C:17]1[CH:16]=[C:15]([F:14])[CH:20]=[C:19]([F:21])[CH:18]=1)[CH3:8], predict the reactants needed to synthesize it. The reactants are: Cl[C:2]1[N:12]=[CH:11][C:10]([F:13])=[CH:9][C:3]=1[C:4]([O:6][CH2:7][CH3:8])=[O:5].[F:14][C:15]1[CH:16]=[C:17]([OH:22])[CH:18]=[C:19]([F:21])[CH:20]=1.